This data is from Forward reaction prediction with 1.9M reactions from USPTO patents (1976-2016). The task is: Predict the product of the given reaction. (1) Given the reactants [CH3:1][C:2]([C:12]1[CH:17]=[CH:16][N:15]2[C:18]([C:21]3[CH:26]=[CH:25][N:24]=[C:23]([C:27]4[CH:32]=[CH:31][N:30]=[CH:29][CH:28]=4)[N:22]=3)=[CH:19][N:20]=[C:14]2[N:13]=1)([O:4][Si](CC)(CC)CC)[CH3:3], predict the reaction product. The product is: [N:30]1[CH:29]=[CH:28][C:27]([C:23]2[N:22]=[C:21]([C:18]3[N:15]4[CH:16]=[CH:17][C:12]([C:2]([OH:4])([CH3:1])[CH3:3])=[N:13][C:14]4=[N:20][CH:19]=3)[CH:26]=[CH:25][N:24]=2)=[CH:32][CH:31]=1. (2) Given the reactants [C:1]([CH2:3][C:4](O)=[O:5])#[N:2].CN(C(ON1N=NC2C=CC=CC1=2)=[N+](C)C)C.[B-](F)(F)(F)F.Cl.[NH:30]1[CH2:35][CH2:34][CH:33]([N:36]2[C:40]3[CH:41]=[CH:42][CH:43]=[CH:44][C:39]=3[N:38]=[C:37]2[NH:45][C:46](=[O:53])[C:47]2[CH:52]=[CH:51][CH:50]=[N:49][CH:48]=2)[CH2:32][CH2:31]1.CCN(C(C)C)C(C)C, predict the reaction product. The product is: [C:1]([CH2:3][C:4]([N:30]1[CH2:31][CH2:32][CH:33]([N:36]2[C:40]3[CH:41]=[CH:42][CH:43]=[CH:44][C:39]=3[N:38]=[C:37]2[NH:45][C:46](=[O:53])[C:47]2[CH:52]=[CH:51][CH:50]=[N:49][CH:48]=2)[CH2:34][CH2:35]1)=[O:5])#[N:2]. (3) The product is: [Cl:1][C:2]1[CH:7]=[C:6]([C:8]2[CH:13]=[CH:12][CH:11]=[CH:10][CH:9]=2)[N:5]=[C:4]2[CH:14]=[CH:15][NH:16][C:3]=12. Given the reactants [Cl:1][C:2]1[CH:7]=[C:6]([C:8]2[CH:13]=[CH:12][CH:11]=[CH:10][CH:9]=2)[N:5]=[C:4]([C:14]#[CH:15])[C:3]=1[NH2:16].O, predict the reaction product. (4) Given the reactants [CH:1]1([N:5]2[CH2:10][CH2:9][CH:8]([O:11][C:12]3[CH:17]=[CH:16][C:15]([N:18]4[CH:22]=[C:21]([NH2:23])[CH:20]=[N:19]4)=[CH:14][CH:13]=3)[CH2:7][CH2:6]2)[CH2:4][CH2:3][CH2:2]1.N1C=CC=CC=1.[Cl:30][CH2:31][CH2:32][CH2:33][C:34](Cl)=[O:35], predict the reaction product. The product is: [Cl:30][CH2:31][CH2:32][CH2:33][C:34]([NH:23][C:21]1[CH:20]=[N:19][N:18]([C:15]2[CH:14]=[CH:13][C:12]([O:11][CH:8]3[CH2:9][CH2:10][N:5]([CH:1]4[CH2:2][CH2:3][CH2:4]4)[CH2:6][CH2:7]3)=[CH:17][CH:16]=2)[CH:22]=1)=[O:35].